From a dataset of Reaction yield outcomes from USPTO patents with 853,638 reactions. Predict the reaction yield, written as a fraction of the theoretical maximum amount of product (1.0 means a 100% yield; for example, 0.34 means a 34% yield). (1) The product is [C:16]([NH:15][C:11]1[O:12][C:13]2[C:8]([CH:9]([C:27]3[CH:28]=[N:29][C:30]4[C:35]([CH:36]=3)=[CH:34][CH:33]=[CH:32][CH:31]=4)[C:10]=1[C:22]([O:24][CH2:25][CH3:26])=[O:23])=[CH:7][CH:6]=[C:5]([OH:4])[CH:14]=2)(=[O:18])[CH3:17]. The yield is 0.290. The catalyst is C(O)C. The reactants are C([O:4][C:5]1[CH:14]=[C:13]2[C:8]([CH:9]([C:27]3[CH:28]=[N:29][C:30]4[C:35]([CH:36]=3)=[CH:34][CH:33]=[CH:32][CH:31]=4)[C:10]([C:22]([O:24][CH2:25][CH3:26])=[O:23])=[C:11]([N:15](C(=O)C)[C:16](=[O:18])[CH3:17])[O:12]2)=[CH:7][CH:6]=1)(=O)C.O.NN. (2) The yield is 0.775. The reactants are [Br:1][C:2]1[CH:11]=[CH:10][C:5]([C:6]([O:8][CH3:9])=[O:7])=[CH:4][C:3]=1[S:12](Cl)(=[O:14])=[O:13].[NH:16]1[CH2:22][CH2:21][CH2:20][CH:19]([OH:23])[CH2:18][CH2:17]1. The product is [Br:1][C:2]1[CH:11]=[CH:10][C:5]([C:6]([O:8][CH3:9])=[O:7])=[CH:4][C:3]=1[S:12]([N:16]1[CH2:22][CH2:21][CH2:20][CH:19]([OH:23])[CH2:18][CH2:17]1)(=[O:14])=[O:13]. The catalyst is C(Cl)Cl.